From a dataset of CYP2D6 inhibition data for predicting drug metabolism from PubChem BioAssay. Regression/Classification. Given a drug SMILES string, predict its absorption, distribution, metabolism, or excretion properties. Task type varies by dataset: regression for continuous measurements (e.g., permeability, clearance, half-life) or binary classification for categorical outcomes (e.g., BBB penetration, CYP inhibition). Dataset: cyp2d6_veith. (1) The molecule is CCCC(=O)Nc1cccc(Oc2nc(C)cc(C)c2C#N)c1. The result is 0 (non-inhibitor). (2) The molecule is CC(C)(C)N(NC(=O)c1ccccc1)C(=O)c1cccc(C(=O)N(NC(=O)c2ccccc2)C(C)(C)C)c1. The result is 0 (non-inhibitor). (3) The molecule is O=C1Nc2ccccc2Nc2ncccc21. The result is 0 (non-inhibitor). (4) The compound is COC(=O)c1sc(=S)n(-c2ccccc2OC)c1N. The result is 0 (non-inhibitor). (5) The result is 0 (non-inhibitor). The compound is Nc1ccc(N=Nc2c(S(=O)(=O)O)cc3ccccc3c2S(=O)(=O)O)cc1.